Dataset: Forward reaction prediction with 1.9M reactions from USPTO patents (1976-2016). Task: Predict the product of the given reaction. (1) Given the reactants COP([CH2:7][C:8](=[O:29])[CH2:9][CH2:10][CH2:11][CH2:12][C:13]1[CH:18]=[CH:17][CH:16]=[C:15]([NH:19][CH2:20][C:21]2[CH:26]=[CH:25][C:24]([O:27][CH3:28])=[CH:23][CH:22]=2)[N:14]=1)(=O)OC.[CH3:30][C:31]1[N:36]=[CH:35][C:34]([CH:37]=O)=[CH:33][N:32]=1.[OH-].[Na+], predict the reaction product. The product is: [CH3:28][O:27][C:24]1[CH:23]=[CH:22][C:21]([CH2:20][NH:19][C:15]2[N:14]=[C:13]([CH2:12][CH2:11][CH2:10][CH2:9][C:8](=[O:29])[CH:7]=[CH:37][C:34]3[CH:33]=[N:32][C:31]([CH3:30])=[N:36][CH:35]=3)[CH:18]=[CH:17][CH:16]=2)=[CH:26][CH:25]=1. (2) Given the reactants Cl[C:2]1[CH:3]=[C:4]([C:17]2[N:22]=[C:21]([CH3:23])[N:20]=[C:19]([N:24](CC3C=CC(OC)=CC=3)CC3C=CC(OC)=CC=3)[N:18]=2)[C:5]([NH:8][C:9]2[CH:10]=[N:11][C:12]([O:15][CH3:16])=[CH:13][CH:14]=2)=[N:6][CH:7]=1.[F:43][C:44]1[CH:45]=[C:46](B(O)O)[CH:47]=[N:48][CH:49]=1, predict the reaction product. The product is: [NH2:24][C:19]1[N:20]=[C:21]([CH3:23])[N:22]=[C:17]([C:4]2[CH:3]=[C:2]([C:46]3[CH:47]=[N:48][CH:49]=[C:44]([F:43])[CH:45]=3)[CH:7]=[N:6][C:5]=2[NH:8][C:9]2[CH:10]=[N:11][C:12]([O:15][CH3:16])=[CH:13][CH:14]=2)[N:18]=1. (3) Given the reactants [C:1]([NH:8][C@H:9]([C:13]([OH:15])=O)[CH:10]([CH3:12])[CH3:11])([O:3][C:4]([CH3:7])([CH3:6])[CH3:5])=[O:2].O[N:17]1[C:21](=[O:22])[CH2:20][CH2:19][C:18]1=[O:23].C1CCC(N=C=NC2CCCCC2)CC1, predict the reaction product. The product is: [CH3:7][C:4]([CH3:5])([O:3][C:1]([NH:8][C@H:9]([C:13]([CH:19]1[CH2:20][C:21](=[O:22])[NH:17][C:18]1=[O:23])=[O:15])[CH:10]([CH3:11])[CH3:12])=[O:2])[CH3:6]. (4) Given the reactants [CH2:1]([C:3]1[CH:4]=[C:5]2[C:10](=[CH:11][CH:12]=1)[NH:9][CH2:8][CH2:7][C:6]2=[O:13])[CH3:2].[CH2:14](N(CC)CC)C.IC, predict the reaction product. The product is: [CH2:1]([C:3]1[CH:4]=[C:5]2[C:10](=[CH:11][CH:12]=1)[N:9]([CH3:14])[CH2:8][CH2:7][C:6]2=[O:13])[CH3:2]. (5) Given the reactants [C:1]([C:3]1[CH:4]=[C:5]([C:10]2[CH:11]=[C:12]([CH:17]=[CH:18][N:19]=2)[C:13]([O:15]C)=[O:14])[CH:6]=[CH:7][C:8]=1[OH:9])#[N:2].[CH:20]1([CH2:24]Br)[CH2:23][CH2:22][CH2:21]1, predict the reaction product. The product is: [C:1]([C:3]1[CH:4]=[C:5]([C:10]2[CH:11]=[C:12]([CH:17]=[CH:18][N:19]=2)[C:13]([OH:15])=[O:14])[CH:6]=[CH:7][C:8]=1[O:9][CH2:24][CH:20]1[CH2:23][CH2:22][CH2:21]1)#[N:2]. (6) Given the reactants [F:1][C@@H:2]1[CH2:19][CH:5]2[C:6](=[O:18])[C:7]3[CH:14]=[C:13]([O:15][CH3:16])[C:12]([OH:17])=[CH:11][C:8]=3[N:9]=[CH:10][C@@H:4]2[CH2:3]1.[C:20]([O-:23])([O-])=O.[Cs+].[Cs+].CS(O[CH2:31][CH2:32][P:33]([CH2:55][CH2:56][O:57]S(C)(=O)=O)([N:35]([CH3:54])[CH2:36][CH2:37][CH2:38][N:39]([CH3:53])[C:40](=[O:52])[CH2:41][CH2:42][CH2:43][S:44][S:45][C:46]1[CH:51]=[CH:50][CH:49]=[CH:48][N:47]=1)=[O:34])(=O)=O, predict the reaction product. The product is: [F:1][C@@H:2]1[CH2:19][CH:5]2[C:6](=[O:18])[C:7]3[CH:14]=[C:13]([O:15][CH3:16])[C:12]([O:17][CH2:31][CH2:32][P:33]([N:35]([CH3:54])[CH2:36][CH2:37][CH2:38][N:39]([CH3:53])[C:40](=[O:52])[CH2:41][CH2:42][CH2:43][S:44][S:45][C:46]4[CH:51]=[CH:50][CH:49]=[CH:48][N:47]=4)([CH2:55][CH2:56][O:57][C:12]4[C:13]([O:23][CH3:20])=[CH:14][C:7]5[C:6](=[O:18])[CH:5]6[CH2:19][C@@H:2]([F:1])[CH2:3][C@H:4]6[CH:10]=[N:9][C:8]=5[CH:11]=4)=[O:34])=[CH:11][C:8]=3[N:9]=[CH:10][C@@H:4]2[CH2:3]1.